Dataset: Reaction yield outcomes from USPTO patents with 853,638 reactions. Task: Predict the reaction yield, written as a fraction of the theoretical maximum amount of product (1.0 means a 100% yield; for example, 0.34 means a 34% yield). (1) The reactants are [N:1]([CH2:4][C@@H:5]([NH:13][C:14]([C:16]1[S:32][C:19]2=[N:20][C:21]3[CH2:22][CH2:23][CH:24]([C:28]([CH3:31])([CH3:30])[CH3:29])[CH2:25][C:26]=3[CH:27]=[C:18]2[CH:17]=1)=[O:15])[C:6]1[CH:11]=[CH:10][CH:9]=[C:8](Br)[CH:7]=1)=[N+]=[N-].[N:33]1[CH:38]=[CH:37][C:36](B(O)O)=[CH:35][CH:34]=1.C1C=CC(P(C2C=CC=CC=2)C2C=CC=CC=2)=CC=1.C([O-])([O-])=O.[Na+].[Na+]. The catalyst is COCCOC.C1C=CC([P]([Pd]([P](C2C=CC=CC=2)(C2C=CC=CC=2)C2C=CC=CC=2)([P](C2C=CC=CC=2)(C2C=CC=CC=2)C2C=CC=CC=2)[P](C2C=CC=CC=2)(C2C=CC=CC=2)C2C=CC=CC=2)(C2C=CC=CC=2)C2C=CC=CC=2)=CC=1. The product is [NH2:1][CH2:4][C@@H:5]([NH:13][C:14]([C:16]1[S:32][C:19]2=[N:20][C:21]3[CH2:22][CH2:23][CH:24]([C:28]([CH3:31])([CH3:30])[CH3:29])[CH2:25][C:26]=3[CH:27]=[C:18]2[CH:17]=1)=[O:15])[C:6]1[CH:11]=[CH:10][CH:9]=[C:8]([C:36]2[CH:37]=[CH:38][N:33]=[CH:34][CH:35]=2)[CH:7]=1. The yield is 0.250. (2) The yield is 0.840. The reactants are C[O:2][C:3]1[CH:8]=[CH:7][C:6]([C:9]2[N:10]=[CH:11][C:12]3[C:17]([CH:18]=2)=[CH:16][CH:15]=[CH:14][CH:13]=3)=[CH:5][CH:4]=1.C(O)(=O)C. The catalyst is I. The product is [CH:11]1[C:12]2[C:17](=[CH:16][CH:15]=[CH:14][CH:13]=2)[CH:18]=[C:9]([C:6]2[CH:7]=[CH:8][C:3]([OH:2])=[CH:4][CH:5]=2)[N:10]=1. (3) The reactants are [Cl:1][C:2]1[CH:3]=[C:4]([C:8]2[C:17]3[C:12](=[CH:13][CH:14]=[C:15]([C:18]([OH:37])([C:31]4[N:35]([CH3:36])[CH:34]=[N:33][CH:32]=4)[C:19]4[CH:30]=[CH:29][C:22]([C:23]([O:25]C(C)C)=[O:24])=[CH:21][CH:20]=4)[CH:16]=3)[N:11]([CH3:38])[C:10](=[O:39])[CH:9]=2)[CH:5]=[CH:6][CH:7]=1.[Li+].[OH-]. The catalyst is C1COCC1.O. The product is [Cl:1][C:2]1[CH:3]=[C:4]([C:8]2[C:17]3[C:12](=[CH:13][CH:14]=[C:15]([C:18]([OH:37])([C:31]4[N:35]([CH3:36])[CH:34]=[N:33][CH:32]=4)[C:19]4[CH:20]=[CH:21][C:22]([C:23]([OH:25])=[O:24])=[CH:29][CH:30]=4)[CH:16]=3)[N:11]([CH3:38])[C:10](=[O:39])[CH:9]=2)[CH:5]=[CH:6][CH:7]=1. The yield is 0.710. (4) The reactants are [NH2:1][C:2]1[N:7]=[CH:6][C:5]([N:8]2[CH2:13][CH2:12][N:11]([CH2:14][CH2:15][C:16]#[N:17])[CH2:10][CH2:9]2)=[CH:4][CH:3]=1.[CH3:18][N:19]([CH3:37])[C:20]([C:22]1[N:31]([CH:32]2[CH2:36][CH2:35][CH2:34][CH2:33]2)[C:25]2[N:26]=[C:27](Cl)[N:28]=[CH:29][C:24]=2[CH:23]=1)=[O:21]. No catalyst specified. The product is [CH3:18][N:19]([CH3:37])[C:20]([C:22]1[N:31]([CH:32]2[CH2:36][CH2:35][CH2:34][CH2:33]2)[C:25]2[N:26]=[C:27]([NH:1][C:2]3[CH:3]=[CH:4][C:5]([N:8]4[CH2:13][CH2:12][N:11]([CH2:14][CH2:15][C:16]#[N:17])[CH2:10][CH2:9]4)=[CH:6][N:7]=3)[N:28]=[CH:29][C:24]=2[CH:23]=1)=[O:21]. The yield is 0.100. (5) The reactants are [CH2:1]([O:3][C:4]1[CH:17]=[CH:16][C:7](/[CH:8]=[C:9]2/[C:10](=[O:15])[NH:11][C:12](=[O:14])[S:13]/2)=[CH:6][CH:5]=1)[CH3:2].Br[CH:19]([CH2:29][NH:30][C:31](=[O:37])[O:32][C:33]([CH3:36])([CH3:35])[CH3:34])[CH2:20][NH:21][C:22](=[O:28])[O:23][C:24]([CH3:27])([CH3:26])[CH3:25].C(OC1C=CC(/C=C2/C(=O)N(CCCNC(=O)OC(C)(C)C)C(=O)S/2)=CC=1)C. No catalyst specified. The product is [CH2:1]([O:3][C:4]1[CH:17]=[CH:16][C:7](/[CH:8]=[C:9]2/[C:10](=[O:15])[N:11]([CH:19]([CH2:29][NH:30][C:31](=[O:37])[O:32][C:33]([CH3:36])([CH3:35])[CH3:34])[CH2:20][NH:21][C:22](=[O:28])[O:23][C:24]([CH3:27])([CH3:25])[CH3:26])[C:12](=[O:14])[S:13]/2)=[CH:6][CH:5]=1)[CH3:2]. The yield is 0.239. (6) The reactants are [CH3:1][S:2]([C:4]1[CH:5]=[C:6]([CH2:10][C:11]([OH:13])=[O:12])[CH:7]=[CH:8][CH:9]=1)=[O:3].[C:14](N1C=CN=C1)(N1C=CN=C1)=O.CO. The catalyst is C1COCC1. The product is [CH3:1][S:2]([C:4]1[CH:5]=[C:6]([CH2:10][C:11]([O:13][CH3:14])=[O:12])[CH:7]=[CH:8][CH:9]=1)=[O:3]. The yield is 0.820. (7) The product is [CH3:18][C:17]([O:16][C:14]([N:11]1[CH2:12][CH2:13][N:8]([C:6]2[S:7][C:3]([C:1]([OH:21])=[O:2])=[CH:4][CH:5]=2)[CH2:9][CH2:10]1)=[O:15])([CH3:20])[CH3:19]. The yield is 0.710. The catalyst is C(O)C.O.[N+]([O-])([O-])=O.[Ag+]. The reactants are [CH:1]([C:3]1[S:7][C:6]([N:8]2[CH2:13][CH2:12][N:11]([C:14]([O:16][C:17]([CH3:20])([CH3:19])[CH3:18])=[O:15])[CH2:10][CH2:9]2)=[CH:5][CH:4]=1)=[O:2].[OH-:21].[Na+]. (8) The reactants are C(O[C:4]([C:6]1[O:14][C:13]2[CH:12]=[CH:11][N:10]=[CH:9][C:8]=2[C:7]=1[NH:15][C:16]1[CH:21]=[CH:20][C:19]([I:22])=[CH:18][C:17]=1[F:23])=[O:5])C.[OH-].[Na+].Cl.[C:27]([O:31][NH2:32])([CH3:30])([CH3:29])[CH3:28].CN(C(ON1N=NC2C=CC=NC1=2)=[N+](C)C)C.F[P-](F)(F)(F)(F)F.CCN(C(C)C)C(C)C. The catalyst is CN(C=O)C.O1CCCC1.CO. The product is [F:23][C:17]1[CH:18]=[C:19]([I:22])[CH:20]=[CH:21][C:16]=1[NH:15][C:7]1[C:8]2[CH:9]=[N:10][CH:11]=[CH:12][C:13]=2[O:14][C:6]=1[C:4]([NH:32][O:31][C:27]([CH3:30])([CH3:29])[CH3:28])=[O:5]. The yield is 0.230.